Dataset: Full USPTO retrosynthesis dataset with 1.9M reactions from patents (1976-2016). Task: Predict the reactants needed to synthesize the given product. (1) Given the product [O:1]=[C:2]1[C:11]2[CH:12]=[CH:13][C:14]([NH:16][C:17]3[CH:18]=[CH:19][C:20]([C:21]([NH2:22])=[O:25])=[CH:23][CH:24]=3)=[CH:15][C:10]=2[C:9]2[C:4](=[N:5][CH:6]=[CH:7][CH:8]=2)[NH:3]1, predict the reactants needed to synthesize it. The reactants are: [O:1]=[C:2]1[C:11]2[CH:12]=[CH:13][C:14]([NH:16][C:17]3[CH:24]=[CH:23][C:20]([C:21]#[N:22])=[CH:19][CH:18]=3)=[CH:15][C:10]=2[C:9]2[C:4](=[N:5][CH:6]=[CH:7][CH:8]=2)[NH:3]1.[OH-:25].[Na+]. (2) Given the product [CH3:28][N:29]([CH3:33])[CH2:30][CH2:31][O:32][C:2]1[CH:3]=[C:4]2[C:8](=[C:9]([C:11]([F:14])([F:13])[F:12])[CH:10]=1)[C:7](=[O:15])[N:6]([CH2:16][C:17]1[CH:22]=[CH:21][C:20]([O:23][C:24]([F:27])([F:26])[F:25])=[CH:19][CH:18]=1)[CH2:5]2, predict the reactants needed to synthesize it. The reactants are: Br[C:2]1[CH:3]=[C:4]2[C:8](=[C:9]([C:11]([F:14])([F:13])[F:12])[CH:10]=1)[C:7](=[O:15])[N:6]([CH2:16][C:17]1[CH:22]=[CH:21][C:20]([O:23][C:24]([F:27])([F:26])[F:25])=[CH:19][CH:18]=1)[CH2:5]2.[CH3:28][N:29]([CH3:33])[CH2:30][CH2:31][OH:32].C([O-])([O-])=O.[Cs+].[Cs+].C(Cl)(Cl)Cl.CO. (3) Given the product [OH:17][CH2:16][CH2:15][C:11]1([OH:14])[CH2:12][CH2:13][NH:8][CH2:9][CH2:10]1, predict the reactants needed to synthesize it. The reactants are: C([N:8]1[CH2:13][CH2:12][C:11]([CH2:15][CH2:16][OH:17])([OH:14])[CH2:10][CH2:9]1)C1C=CC=CC=1.C. (4) Given the product [C:9]([NH:8][CH2:7][CH2:6][CH2:5][S:2]([O:12][CH2:13][C:14]([CH3:18])([CH3:15])[CH2:16][OH:17])(=[O:4])=[O:3])(=[O:11])[CH3:10], predict the reactants needed to synthesize it. The reactants are: Cl[S:2]([CH2:5][CH2:6][CH2:7][NH:8][C:9](=[O:11])[CH3:10])(=[O:4])=[O:3].[OH:12][CH2:13][C:14]([CH3:18])([CH2:16][OH:17])[CH3:15].C(N(CC)CC)C. (5) The reactants are: [Br:1][C:2]1[CH:3]=[CH:4][C:5]([N:8]2[CH2:12][CH2:11][C@@H:10]([NH:13][C:14](=O)[CH:15]([F:17])[F:16])[CH2:9]2)=[N:6][CH:7]=1. Given the product [Br:1][C:2]1[CH:3]=[CH:4][C:5]([N:8]2[CH2:12][CH2:11][C@@H:10]([NH:13][CH2:14][CH:15]([F:17])[F:16])[CH2:9]2)=[N:6][CH:7]=1, predict the reactants needed to synthesize it.